Dataset: Reaction yield outcomes from USPTO patents with 853,638 reactions. Task: Predict the reaction yield, written as a fraction of the theoretical maximum amount of product (1.0 means a 100% yield; for example, 0.34 means a 34% yield). The reactants are C(OC(=O)[NH:7][CH2:8][CH2:9][S:10]([C:13]1[C:14]2[CH:15]=[CH:16][N:17]=[CH:18][C:19]=2[CH:20]=[C:21]([C:23]2[CH:28]=[CH:27][C:26]([O:29]C)=[CH:25][CH:24]=2)[CH:22]=1)(=[O:12])=[O:11])(C)(C)C.B(Br)(Br)Br.C(O)C. The catalyst is ClCCl. The product is [NH2:7][CH2:8][CH2:9][S:10]([C:13]1[CH:22]=[C:21]([C:23]2[CH:28]=[CH:27][C:26]([OH:29])=[CH:25][CH:24]=2)[CH:20]=[C:19]2[C:14]=1[CH:15]=[CH:16][N:17]=[CH:18]2)(=[O:11])=[O:12]. The yield is 0.550.